From a dataset of Full USPTO retrosynthesis dataset with 1.9M reactions from patents (1976-2016). Predict the reactants needed to synthesize the given product. (1) Given the product [CH3:40][N:39]([CH2:38][C@H:35]1[CH2:36][CH2:37][C@H:32]([CH2:31][C:30]([N:28]([C@H:14]2[CH2:13][C:9]3[CH:10]=[CH:11][CH:12]=[C:7]([C:6]([OH:5])=[O:45])[C:8]=3[O:16][B:15]2[OH:23])[CH3:29])=[O:42])[CH2:33][CH2:34]1)[CH3:41], predict the reactants needed to synthesize it. The reactants are: C([O:5][C:6](=[O:45])[C:7]1[CH:12]=[CH:11][CH:10]=[C:9]([CH2:13][CH:14]([N:28]([C:30](=[O:42])[CH2:31][CH:32]2[CH2:37][CH2:36][CH:35]([CH2:38][N:39]([CH3:41])[CH3:40])[CH2:34][CH2:33]2)[CH3:29])[B:15]2[O:23]C3C(C)(C4CC(C3)C4(C)C)[O:16]2)[C:8]=1OC)(C)(C)C.B(Cl)(Cl)Cl. (2) Given the product [CH3:1][C:2]1[CH:7]=[CH:6][CH:5]=[CH:4][C:3]=1[C:8]1[CH:13]=[CH:12][C:11]([C:14]([OH:16])=[O:15])=[CH:10][C:9]=1[S:18]([CH3:21])(=[O:20])=[O:19], predict the reactants needed to synthesize it. The reactants are: [CH3:1][C:2]1[CH:7]=[CH:6][CH:5]=[CH:4][C:3]=1[C:8]1[CH:13]=[CH:12][C:11]([C:14]([O:16]C)=[O:15])=[CH:10][C:9]=1[S:18]([CH3:21])(=[O:20])=[O:19].[OH-].[Na+]. (3) Given the product [F:1][C:2]([F:13])([F:12])[C:3]1[CH:8]=[CH:7][C:6]([C:15]2[CH:16]=[C:17]([CH:23]=[CH:24][N:25]=2)[C:18]([O:20][CH2:21][CH3:22])=[O:19])=[CH:5][CH:4]=1, predict the reactants needed to synthesize it. The reactants are: [F:1][C:2]([F:13])([F:12])[C:3]1[CH:8]=[CH:7][C:6](B(O)O)=[CH:5][CH:4]=1.Cl[C:15]1[CH:16]=[C:17]([CH:23]=[CH:24][N:25]=1)[C:18]([O:20][CH2:21][CH3:22])=[O:19]. (4) Given the product [CH3:53][O:57][C:58]1[CH:9]=[CH:10][CH:11]=[C:6]([N:1]2[CH:5]=[CH:4][CH:3]=[N:2]2)[C:7]=1[C:12]([NH:14][C@H:15]1[CH2:19][CH2:18][CH2:17][C@@H:16]1[NH:20][C:21]1[CH:26]=[N:25][C:24]([C:27]([F:28])([F:30])[F:29])=[CH:23][N:22]=1)=[O:13], predict the reactants needed to synthesize it. The reactants are: [N:1]1([C:6]2[C:7]([C:12]([NH:14][C@H:15]3[CH2:19][CH2:18][CH2:17][C@@H:16]3[NH:20][C:21]3[CH:26]=[N:25][C:24]([C:27]([F:30])([F:29])[F:28])=[CH:23][N:22]=3)=[O:13])=N[CH:9]=[CH:10][CH:11]=2)[CH:5]=[CH:4][CH:3]=[N:2]1.BrC1C=CC=[C:53]([O:57][CH3:58])C=1C(N[C@H]1CCC[C@@H]1NC1C=NC(C(F)(F)F)=CN=1)=O.N1C=CC=N1. (5) Given the product [F:2][C:3]1[CH:8]=[CH:7][C:6]([CH:9]([C:17]2[CH:18]=[CH:19][C:20]([F:23])=[CH:21][CH:22]=2)[CH:10]2[C:15](=[O:16])[CH2:14][CH2:13][N:12]([CH2:34][C:33]3[C:36]([O:40][CH3:41])=[CH:37][CH:38]=[CH:39][C:32]=3[O:31][CH3:30])[CH2:11]2)=[CH:5][CH:4]=1, predict the reactants needed to synthesize it. The reactants are: Cl.[F:2][C:3]1[CH:8]=[CH:7][C:6]([CH:9]([C:17]2[CH:22]=[CH:21][C:20]([F:23])=[CH:19][CH:18]=2)[CH:10]2[C:15](=[O:16])[CH2:14][CH2:13][NH:12][CH2:11]2)=[CH:5][CH:4]=1.C(NCC)(C)C.[CH3:30][O:31][C:32]1[CH:39]=[CH:38][CH:37]=[C:36]([O:40][CH3:41])[C:33]=1[CH2:34]O. (6) Given the product [C:1]([C:3]1[C:8](=[O:9])[NH:7][C:6]([CH3:15])([C:10]([OH:12])=[O:11])[CH2:5][C:4]=1[C:16]1[CH:17]=[CH:18][C:19]([CH3:22])=[CH:20][CH:21]=1)#[N:2], predict the reactants needed to synthesize it. The reactants are: [C:1]([C:3]1[C:8](=[O:9])[NH:7][C:6]([CH3:15])([C:10]([O:12]CC)=[O:11])[CH2:5][C:4]=1[C:16]1[CH:21]=[CH:20][C:19]([CH3:22])=[CH:18][CH:17]=1)#[N:2].Cl.